Dataset: Reaction yield outcomes from USPTO patents with 853,638 reactions. Task: Predict the reaction yield, written as a fraction of the theoretical maximum amount of product (1.0 means a 100% yield; for example, 0.34 means a 34% yield). The product is [S:22]1[CH:23]=[CH:24][CH:25]=[C:21]1[CH:2]1[CH2:7][CH2:6][N:5]([CH2:8][CH2:9][C:10]2[CH:11]=[C:12]3[C:17](=[CH:18][CH:19]=2)[NH:16][C:15](=[O:20])[CH2:14][CH2:13]3)[CH2:4][CH2:3]1. The yield is 0.833. The reactants are O[C:2]1([C:21]2[S:22][CH:23]=[CH:24][CH:25]=2)[CH2:7][CH2:6][N:5]([CH2:8][CH2:9][C:10]2[CH:11]=[C:12]3[C:17](=[CH:18][CH:19]=2)[NH:16][C:15](=[O:20])[CH2:14][CH2:13]3)[CH2:4][CH2:3]1.C([SiH](CC)CC)C. The catalyst is FC(F)(F)C(O)=O.